Dataset: Forward reaction prediction with 1.9M reactions from USPTO patents (1976-2016). Task: Predict the product of the given reaction. Given the reactants Cl[C:2]1[N:11]=[C:10]([C:12]2[O:13][CH:14]=[CH:15][CH:16]=2)[C:9]([C:17]2[CH:22]=[CH:21][N:20]=[CH:19][N:18]=2)=[CH:8][C:3]=1[C:4](OC)=[O:5].O.[NH2:24][NH2:25], predict the reaction product. The product is: [O:13]1[CH:14]=[CH:15][CH:16]=[C:12]1[C:10]1[N:11]=[C:2]2[NH:24][NH:25][C:4](=[O:5])[C:3]2=[CH:8][C:9]=1[C:17]1[CH:22]=[CH:21][N:20]=[CH:19][N:18]=1.